From a dataset of Catalyst prediction with 721,799 reactions and 888 catalyst types from USPTO. Predict which catalyst facilitates the given reaction. Reactant: [CH:1]12[CH2:7][CH:4]([CH2:5][CH2:6]1)[CH2:3][CH:2]2[CH2:8]O.O.C1(C)C=CC(S(O)(=O)=O)=CC=1.[NH2:22][C@H:23]([C:29]([OH:31])=[O:30])[CH2:24][CH2:25][C:26]([OH:28])=[O:27]. Product: [CH2:7]([CH:25]([C:26]([OH:28])=[O:27])[CH2:24][C@@H:23]([C:29]([OH:31])=[O:30])[NH2:22])[C:1]1[CH:2]=[CH:3][CH:4]=[CH:5][CH:6]=1.[CH:1]12[CH2:7][CH:4]([CH2:5][CH2:6]1)[CH2:3][CH:2]2[CH2:8][CH:25]([C:26]([OH:28])=[O:27])[CH2:24][C@@H:23]([C:29]([OH:31])=[O:30])[NH2:22]. The catalyst class is: 26.